From a dataset of Catalyst prediction with 721,799 reactions and 888 catalyst types from USPTO. Predict which catalyst facilitates the given reaction. (1) Reactant: [Br:1][C:2]1[CH:3]=[C:4]2[C:9](=[CH:10][CH:11]=1)[NH:8][C:7](=O)[C:6]([O:13][C:14]1[CH:19]=[CH:18][C:17]([Cl:20])=[CH:16][CH:15]=1)=[C:5]2O.CN(C)C=O.[ClH:27].[CH:28]([O:31][CH:32]1[CH2:35][NH:34][CH2:33]1)([CH3:30])[CH3:29]. Product: [Br:1][C:2]1[CH:3]=[C:4]2[C:9](=[CH:10][CH:11]=1)[N:8]=[C:7]([N:34]1[CH2:35][CH:32]([O:31][CH:28]([CH3:30])[CH3:29])[CH2:33]1)[C:6]([O:13][C:14]1[CH:19]=[CH:18][C:17]([Cl:20])=[CH:16][CH:15]=1)=[C:5]2[Cl:27]. The catalyst class is: 13. (2) Reactant: CS(O)(=O)=O.[NH2:6][CH2:7][C:8]1[CH:9]=[C:10]2[C:14](=[CH:15][CH:16]=1)[C:13](=[O:17])[N:12]([CH:18]1[CH2:23][CH2:22][C:21](=[O:24])[NH:20][C:19]1=[O:25])[CH2:11]2.[F:26][C:27]([F:42])([C:31]1[CH:36]=[CH:35][C:34]([S:37][C:38]([F:41])([F:40])[F:39])=[CH:33][CH:32]=1)[C:28](O)=[O:29].C(N(CC)C(C)C)(C)C.F[P-](F)(F)(F)(F)F.CN(C(N(C)C)=[N+]1C2C(=NC=CC=2)[N+]([O-])=N1)C. Product: [O:25]=[C:19]1[CH:18]([N:12]2[CH2:11][C:10]3[C:14](=[CH:15][CH:16]=[C:8]([CH2:7][NH:6][C:28](=[O:29])[C:27]([F:42])([F:26])[C:31]4[CH:32]=[CH:33][C:34]([S:37][C:38]([F:39])([F:40])[F:41])=[CH:35][CH:36]=4)[CH:9]=3)[C:13]2=[O:17])[CH2:23][CH2:22][C:21](=[O:24])[NH:20]1. The catalyst class is: 35.